Dataset: Full USPTO retrosynthesis dataset with 1.9M reactions from patents (1976-2016). Task: Predict the reactants needed to synthesize the given product. (1) Given the product [CH2:11]([O:10][C:8](=[O:9])[NH:13][CH2:14][CH2:15][CH:16]1[CH2:20][CH2:19][CH:18]([CH2:21][CH2:22][C:23]2[CH:28]=[C:27]([F:29])[CH:26]=[CH:25][C:24]=2[O:30][CH3:31])[O:17]1)[CH3:12], predict the reactants needed to synthesize it. The reactants are: C([O-])([O-])=O.[K+].[K+].Cl[C:8]([O:10][CH2:11][CH3:12])=[O:9].[NH2:13][CH2:14][CH2:15][CH:16]1[CH2:20][CH2:19][CH:18]([CH2:21][CH2:22][C:23]2[CH:28]=[C:27]([F:29])[CH:26]=[CH:25][C:24]=2[O:30][CH3:31])[O:17]1.C([O-])(O)=O.[Na+]. (2) Given the product [F:1][C:2]1[C:7]2[N:8]=[N:9][S:10][C:6]=2[CH:5]=[C:4]([C:11]([O:13][CH3:14])=[O:12])[C:3]=1[NH:15][C:16]1[CH:21]=[CH:20][C:19]([I:30])=[CH:18][C:17]=1[F:22], predict the reactants needed to synthesize it. The reactants are: [F:1][C:2]1[C:7]2[N:8]=[N:9][S:10][C:6]=2[CH:5]=[C:4]([C:11]([O:13][CH3:14])=[O:12])[C:3]=1[NH:15][C:16]1[CH:21]=[CH:20][CH:19]=[CH:18][C:17]=1[F:22].C1C(=O)N([I:30])C(=O)C1.FC(F)(F)C(O)=O. (3) Given the product [C:1]([O:5][C:6](=[O:7])[NH:8][C:9]1[C:18]2[C:13](=[CH:14][CH:15]=[CH:16][CH:17]=2)[C:12]([O:19][C:20]2[CH:25]=[CH:24][N:23]=[C:22]([NH:26][C:27]3[CH:28]=[C:29]([C:30](=[O:31])[NH:53][CH:48]([CH3:49])[CH2:47][N:52]4[CH2:51][CH2:50][O:75][CH2:68][CH2:70]4)[CH:33]=[C:34]([C:36]#[CH:37])[CH:35]=3)[N:21]=2)=[CH:11][CH:10]=1)([CH3:2])([CH3:3])[CH3:4], predict the reactants needed to synthesize it. The reactants are: [C:1]([O:5][C:6]([NH:8][C:9]1[C:18]2[C:13](=[CH:14][CH:15]=[CH:16][CH:17]=2)[C:12]([O:19][C:20]2[CH:25]=[CH:24][N:23]=[C:22]([NH:26][C:27]3[CH:28]=[C:29]([CH:33]=[C:34]([C:36]#[CH:37])[CH:35]=3)[C:30](O)=[O:31])[N:21]=2)=[CH:11][CH:10]=1)=[O:7])([CH3:4])([CH3:3])[CH3:2].CN(C(ON1N=[N:53][C:48]2[CH:49]=[CH:50][CH:51]=[N:52][C:47]1=2)=[N+](C)C)C.F[P-](F)(F)(F)(F)F.CCN([CH:68]([CH3:70])C)C(C)C.CN(C=[O:75])C. (4) Given the product [NH2:1][C:4]1[CH:33]([CH3:34])[CH:8]2[CH2:9][C:10]([NH:13][C:14]([N:16]3[CH2:17][CH2:18][N:19]([C:22]4[CH:27]=[CH:26][C:25]([N:28]5[CH:32]=[CH:31][N:30]=[CH:29]5)=[CH:24][CH:23]=4)[CH2:20][CH2:21]3)=[O:15])([CH3:12])[O:11][C:7]2=[C:6]([CH3:35])[C:5]=1[CH3:36], predict the reactants needed to synthesize it. The reactants are: [N+:1]([C:4]1[CH:33]([CH3:34])[CH:8]2[CH2:9][C:10]([NH:13][C:14]([N:16]3[CH2:21][CH2:20][N:19]([C:22]4[CH:27]=[CH:26][C:25]([N:28]5[CH:32]=[CH:31][N:30]=[CH:29]5)=[CH:24][CH:23]=4)[CH2:18][CH2:17]3)=[O:15])([CH3:12])[O:11][C:7]2=[C:6]([CH3:35])[C:5]=1[CH3:36])([O-])=O.C(O)C.C(O)(=O)C.[OH-].[Na+].